Predict the reaction yield, written as a fraction of the theoretical maximum amount of product (1.0 means a 100% yield; for example, 0.34 means a 34% yield). From a dataset of Reaction yield outcomes from USPTO patents with 853,638 reactions. (1) The reactants are [CH:1]1([CH2:5][CH2:6][NH:7][C:8]([C:10]2[N:11]=[N:12][C:13](Cl)=[CH:14][CH:15]=2)=[O:9])[CH2:4][CH2:3][CH2:2]1.[NH:17]1[CH2:22][CH2:21][NH:20][CH2:19][CH2:18]1. The catalyst is C(#N)C. The product is [CH:1]1([CH2:5][CH2:6][NH:7][C:8]([C:10]2[N:11]=[N:12][C:13]([N:17]3[CH2:22][CH2:21][NH:20][CH2:19][CH2:18]3)=[CH:14][CH:15]=2)=[O:9])[CH2:4][CH2:3][CH2:2]1. The yield is 0.784. (2) The reactants are [CH3:1][O:2][C:3](=[O:33])[CH2:4][C@H:5]1[C:9]2[CH:10]=[CH:11][C:12]([O:14][C@H:15]3[C:23]4[C:18](=[C:19](B5OC(C)(C)C(C)(C)O5)[CH:20]=[CH:21][CH:22]=4)[CH2:17][CH2:16]3)=[CH:13][C:8]=2[O:7][CH2:6]1.Br[C:35]1[CH:40]=[CH:39][CH:38]=[CH:37][C:36]=1[CH3:41]. The catalyst is [Br-].C([N+](CCCC)(CCCC)CCCC)CCC. The product is [CH3:1][O:2][C:3](=[O:33])[CH2:4][C@H:5]1[C:9]2[CH:10]=[CH:11][C:12]([O:14][C@H:15]3[C:23]4[C:18](=[C:19]([C:35]5[CH:40]=[CH:39][CH:38]=[CH:37][C:36]=5[CH3:41])[CH:20]=[CH:21][CH:22]=4)[CH2:17][CH2:16]3)=[CH:13][C:8]=2[O:7][CH2:6]1. The yield is 0.670. (3) The reactants are [CH2:1]1[CH2:6][CH2:5][C:4]([CH2:11][NH2:12])([CH2:7][C:8]([OH:10])=[O:9])[CH2:3][CH2:2]1.C(=O)(O)[O-].[Na+].[C:18]([O:23][CH:24]([O:26][C:27](OC1CC(=O)NC1=O)=[O:28])[CH3:25])(=[O:22])[CH:19]([CH3:21])[CH3:20]. The catalyst is O.C(#N)C.C(OCC)C. The product is [C:18]([O:23][CH:24]([O:26][C:27]([NH:12][CH2:11][C:4]1([CH2:7][C:8]([OH:10])=[O:9])[CH2:3][CH2:2][CH2:1][CH2:6][CH2:5]1)=[O:28])[CH3:25])(=[O:22])[CH:19]([CH3:21])[CH3:20]. The yield is 0.960.